Dataset: Blood-brain barrier permeability classification from the B3DB database. Task: Regression/Classification. Given a drug SMILES string, predict its absorption, distribution, metabolism, or excretion properties. Task type varies by dataset: regression for continuous measurements (e.g., permeability, clearance, half-life) or binary classification for categorical outcomes (e.g., BBB penetration, CYP inhibition). Dataset: b3db_classification. (1) The result is 1 (penetrates BBB). The drug is Clc1ccc(CO[C@@H](Cn2ccnc2)c2ccc(Cl)cc2Cl)c(Cl)c1. (2) The drug is COC(OC)C(=O)C12OC(C)(C)OC1CC1C3CC(F)C4=CC(=O)C=CC4(C)C3(F)C(O)CC12C. The result is 1 (penetrates BBB). (3) The result is 1 (penetrates BBB). The drug is O=C1Nc2ccc(Cl)nc2C(c2ccccc2Cl)=N[C@@H]1O.